The task is: Predict which catalyst facilitates the given reaction.. This data is from Catalyst prediction with 721,799 reactions and 888 catalyst types from USPTO. Reactant: [CH2:1]([O:3][C:4](=[O:25])[C:5]1[CH:10]=[CH:9][C:8]([N:11]2[C:19]3[C:14](=[CH:15][CH:16]=[C:17]([N+:20]([O-:22])=[O:21])[CH:18]=3)[C:13]([CH:23]=O)=[CH:12]2)=[CH:7][CH:6]=1)[CH3:2].Cl.[NH2:27]O.C(OC(=O)C)(=O)C.Cl. Product: [CH2:1]([O:3][C:4](=[O:25])[C:5]1[CH:10]=[CH:9][C:8]([N:11]2[C:19]3[C:14](=[CH:15][CH:16]=[C:17]([N+:20]([O-:22])=[O:21])[CH:18]=3)[C:13]([C:23]#[N:27])=[CH:12]2)=[CH:7][CH:6]=1)[CH3:2]. The catalyst class is: 860.